Task: Predict the reaction yield, written as a fraction of the theoretical maximum amount of product (1.0 means a 100% yield; for example, 0.34 means a 34% yield).. Dataset: Reaction yield outcomes from USPTO patents with 853,638 reactions (1) The reactants are Cl.Cl.[CH3:3][O:4][C:5]1[CH:10]=[CH:9][C:8]([N:11]2[CH2:16][CH2:15][NH:14][CH2:13][CH2:12]2)=[CH:7][CH:6]=1.C(N(CC)CC)C.[Cl:24][CH2:25][CH2:26][C:27](Cl)=[O:28].CO. The catalyst is C(Cl)Cl. The product is [Cl:24][CH2:25][CH2:26][C:27]([N:14]1[CH2:15][CH2:16][N:11]([C:8]2[CH:7]=[CH:6][C:5]([O:4][CH3:3])=[CH:10][CH:9]=2)[CH2:12][CH2:13]1)=[O:28]. The yield is 0.893. (2) The reactants are Cl[C:2]1[C:3]([N:15](C)[CH:16]2[CH2:20][CH2:19][C:18]3([CH2:25][CH2:24][CH2:23][NH:22][CH2:21]3)[CH2:17]2)=[N:4][C:5]([NH:8][C:9]2[CH:10]=[N:11][N:12]([CH3:14])[CH:13]=2)=[N:6][CH:7]=1.[C:27]([CH2:29][C:30]([OH:32])=O)#[N:28].[CH3:33]N(C(ON1N=NC2C=CC=NC1=2)=[N+](C)C)C.F[P-](F)(F)(F)(F)F.CCN(CC)CC. The catalyst is C(Cl)Cl.CN(C=O)C. The product is [CH3:33][C:2]1[C:3]([NH:15][CH:16]2[CH2:24][CH2:25][C:18]3([CH2:21][N:22]([C:30](=[O:32])[CH2:29][C:27]#[N:28])[CH2:23][CH2:17]3)[CH2:19][CH2:20]2)=[N:4][C:5]([NH:8][C:9]2[CH:10]=[N:11][N:12]([CH3:14])[CH:13]=2)=[N:6][CH:7]=1. The yield is 0.391. (3) The reactants are [O:1]=[C:2]1[C:11]2[CH:12]=[CH:13][S:14][C:10]=2[C:9]2[CH:8]=[CH:7][C:6]([C:15](O)=[O:16])=[CH:5][C:4]=2[NH:3]1.[H-].[H-].[H-].[H-].[Li+].[Al+3].O.CO. The catalyst is O1CCOCC1.C(Cl)Cl. The product is [OH:16][CH2:15][C:6]1[CH:7]=[CH:8][C:9]2[C:10]3[S:14][CH:13]=[CH:12][C:11]=3[C:2](=[O:1])[NH:3][C:4]=2[CH:5]=1. The yield is 0.340. (4) The reactants are CS(C)=O.C(Cl)(=O)C(Cl)=O.C(=O)=O.CC(C)=O.[OH:18][CH2:19][C@@H:20]1[CH2:24][C:23]([CH3:25])=[CH:22][N:21]1[C:26]([C:28]1[CH:33]=[C:32]([O:34][CH3:35])[C:31]([O:36][Si:37]([CH:44]([CH3:46])[CH3:45])([CH:41]([CH3:43])[CH3:42])[CH:38]([CH3:40])[CH3:39])=[CH:30][C:29]=1[NH:47][C:48]([O:50][CH2:51][C:52]1[CH:57]=[CH:56][C:55]([NH:58][NH:59][CH:60]([CH3:76])[C:61]([NH:63][CH:64]([CH:73]([CH3:75])[CH3:74])[C:65](=[O:72])[C:66]([O:68][CH2:69][CH:70]=[CH2:71])=[O:67])=[O:62])=[CH:54][CH:53]=1)=[O:49])=[O:27].C(N(CC)CC)C. The catalyst is ClCCl. The product is [OH:18][C@@H:19]1[N:47]([C:48]([O:50][CH2:51][C:52]2[CH:53]=[CH:54][C:55]([NH:58][NH:59][CH:60]([CH3:76])[C:61]([NH:63][CH:64]([CH:73]([CH3:75])[CH3:74])[C:65](=[O:72])[C:66]([O:68][CH2:69][CH:70]=[CH2:71])=[O:67])=[O:62])=[CH:56][CH:57]=2)=[O:49])[C:29]2[CH:30]=[C:31]([O:36][Si:37]([CH:41]([CH3:42])[CH3:43])([CH:44]([CH3:45])[CH3:46])[CH:38]([CH3:40])[CH3:39])[C:32]([O:34][CH3:35])=[CH:33][C:28]=2[C:26](=[O:27])[N:21]2[CH:22]=[C:23]([CH3:25])[CH2:24][C@@H:20]12. The yield is 0.600. (5) The reactants are [C:1]([O:5][C:6]([N:8]1[CH2:25][CH2:24][CH2:23][C@:10]2([O:14][C:13](=[O:15])[N:12]([C:16]3[CH:17]=[N:18][C:19]([NH2:22])=[CH:20][CH:21]=3)[CH2:11]2)[CH2:9]1)=[O:7])([CH3:4])([CH3:3])[CH3:2].[CH3:26][N:27]([CH3:45])[C:28]([C:30]1[N:39]([CH:40]2[CH2:44][CH2:43][CH2:42][CH2:41]2)[C:33]2[N:34]=[C:35](Cl)[N:36]=[CH:37][C:32]=2[CH:31]=1)=[O:29]. The yield is 0.430. The product is [C:1]([O:5][C:6]([N:8]1[CH2:25][CH2:24][CH2:23][C@:10]2([O:14][C:13](=[O:15])[N:12]([C:16]3[CH:17]=[N:18][C:19]([NH:22][C:35]4[N:36]=[CH:37][C:32]5[CH:31]=[C:30]([C:28](=[O:29])[N:27]([CH3:26])[CH3:45])[N:39]([CH:40]6[CH2:44][CH2:43][CH2:42][CH2:41]6)[C:33]=5[N:34]=4)=[CH:20][CH:21]=3)[CH2:11]2)[CH2:9]1)=[O:7])([CH3:4])([CH3:2])[CH3:3]. No catalyst specified. (6) The reactants are [Si]([O:8][CH2:9][C@H:10]([NH:20][S@@](C(C)(C)C)=O)[C:11]1[CH:16]=[CH:15][C:14]([S:17][CH2:18][CH3:19])=[CH:13][N:12]=1)(C(C)(C)C)(C)C.[ClH:27].O1CCOCC1. The catalyst is O1CCOCC1. The product is [ClH:27].[NH2:20][C@H:10]([C:11]1[CH:16]=[CH:15][C:14]([S:17][CH2:18][CH3:19])=[CH:13][N:12]=1)[CH2:9][OH:8]. The yield is 0.910. (7) The reactants are [CH3:1][C:2]1[C:16](=[O:17])[N:15]=[C:14]2[N:4]([C@@H:5]3[O:9][C@H:8]([CH2:10][OH:11])[C@@H:7]([OH:12])[C@@H:6]3[O:13]2)[CH:3]=1.B([O:19][CH2:20][CH2:21][O:22][CH3:23])([O:19][CH2:20][CH2:21][O:22][CH3:23])[O:19][CH2:20][CH2:21][O:22][CH3:23]. The catalyst is COCCO. The product is [CH3:23][O:22][CH2:21][CH2:20][O:19][C@@H:6]1[C@H:7]([OH:12])[C@@H:8]([CH2:10][OH:11])[O:9][C@H:5]1[N:4]1[CH:3]=[C:2]([CH3:1])[C:16](=[O:17])[NH:15][C:14]1=[O:13]. The yield is 0.630.